This data is from NCI-60 drug combinations with 297,098 pairs across 59 cell lines. The task is: Regression. Given two drug SMILES strings and cell line genomic features, predict the synergy score measuring deviation from expected non-interaction effect. (1) Cell line: SNB-75. Drug 2: C1CCC(C1)C(CC#N)N2C=C(C=N2)C3=C4C=CNC4=NC=N3. Drug 1: CC(C1=C(C=CC(=C1Cl)F)Cl)OC2=C(N=CC(=C2)C3=CN(N=C3)C4CCNCC4)N. Synergy scores: CSS=1.26, Synergy_ZIP=1.79, Synergy_Bliss=1.92, Synergy_Loewe=-4.84, Synergy_HSA=-1.72. (2) Drug 1: CC1=C2C(C(=O)C3(C(CC4C(C3C(C(C2(C)C)(CC1OC(=O)C(C(C5=CC=CC=C5)NC(=O)OC(C)(C)C)O)O)OC(=O)C6=CC=CC=C6)(CO4)OC(=O)C)O)C)O. Drug 2: C1=NNC2=C1C(=O)NC=N2. Cell line: COLO 205. Synergy scores: CSS=12.6, Synergy_ZIP=-2.64, Synergy_Bliss=-3.90, Synergy_Loewe=10.1, Synergy_HSA=-3.84. (3) Synergy scores: CSS=4.84, Synergy_ZIP=-3.10, Synergy_Bliss=-2.45, Synergy_Loewe=-0.896, Synergy_HSA=-0.696. Drug 2: C1C(C(OC1N2C=NC(=NC2=O)N)CO)O. Drug 1: CC1=C(C=C(C=C1)NC(=O)C2=CC=C(C=C2)CN3CCN(CC3)C)NC4=NC=CC(=N4)C5=CN=CC=C5. Cell line: RXF 393. (4) Drug 1: C1CC(C1)(C(=O)O)C(=O)O.[NH2-].[NH2-].[Pt+2]. Drug 2: CC1=C2C(C(=O)C3(C(CC4C(C3C(C(C2(C)C)(CC1OC(=O)C(C(C5=CC=CC=C5)NC(=O)C6=CC=CC=C6)O)O)OC(=O)C7=CC=CC=C7)(CO4)OC(=O)C)O)C)OC(=O)C. Cell line: SF-295. Synergy scores: CSS=3.48, Synergy_ZIP=0.546, Synergy_Bliss=4.27, Synergy_Loewe=2.14, Synergy_HSA=2.41. (5) Drug 1: C(CC(=O)O)C(=O)CN.Cl. Drug 2: C1CN(CCN1C(=O)CCBr)C(=O)CCBr. Cell line: MCF7. Synergy scores: CSS=5.94, Synergy_ZIP=-2.20, Synergy_Bliss=0.884, Synergy_Loewe=1.58, Synergy_HSA=1.64.